From a dataset of Catalyst prediction with 721,799 reactions and 888 catalyst types from USPTO. Predict which catalyst facilitates the given reaction. (1) The catalyst class is: 7. Reactant: [CH2:1]1[S:5][C@H:4]([CH2:6][OH:7])[O:3][C@@H:2]1[N:8]1[C:13](=[O:14])[N:12]=[C:11]([NH2:15])[CH:10]=[CH:9]1.O.[ClH:17]. Product: [CH2:1]1[S:5][C@H:4]([CH2:6][OH:7])[O:3][C@@H:2]1[N:8]1[C:13](=[O:14])[N:12]=[C:11]([NH2:15])[CH:10]=[CH:9]1.[ClH:17]. (2) Reactant: [CH3:1][C:2]([CH3:17])([CH3:16])[C:3]#[C:4][C:5]1[CH:10]=[C:9]([N+:11]([O-:13])=[O:12])[CH:8]=[CH:7][C:6]=1CN.CCC[CH2:21][N+:22](CCCC)(CCCC)CCCC.[F-]. Product: [C:2]([C:3]1[N:22]([CH3:21])[C:6]2[C:5]([CH:4]=1)=[CH:10][C:9]([N+:11]([O-:13])=[O:12])=[CH:8][CH:7]=2)([CH3:1])([CH3:16])[CH3:17]. The catalyst class is: 1. (3) Reactant: [CH:1]1([C:5](Cl)=[O:6])[CH2:4][CH2:3][CH2:2]1.[C:8]([O:12][C:13](=[O:19])[NH:14][CH2:15][CH2:16][CH2:17][NH2:18])([CH3:11])([CH3:10])[CH3:9]. Product: [C:8]([O:12][C:13](=[O:19])[NH:14][CH2:15][CH2:16][CH2:17][NH:18][C:5]([CH:1]1[CH2:4][CH2:3][CH2:2]1)=[O:6])([CH3:11])([CH3:9])[CH3:10]. The catalyst class is: 2. (4) Reactant: [CH2:1]([N:4]1[C:10]2[CH:11]=[CH:12][CH:13]=[CH:14][C:9]=2[O:8][CH2:7][C@H:6]([NH:15][C:16](=[O:22])[O:17][C:18]([CH3:21])([CH3:20])[CH3:19])[C:5]1=[O:23])[CH:2]=[CH2:3]. Product: [O:23]=[C:5]1[N:4]([CH2:1][CH2:2][CH3:3])[C:10]2[CH:11]=[CH:12][CH:13]=[CH:14][C:9]=2[O:8][CH2:7][C@@H:6]1[NH:15][C:16](=[O:22])[O:17][C:18]([CH3:21])([CH3:20])[CH3:19]. The catalyst class is: 43. (5) Reactant: [Na].[SH:2][CH2:3][C:4]([O:6][CH3:7])=[O:5].[Na+].[I-].Cl[CH2:11][CH2:12][CH2:13][C:14]([O:16][CH3:17])=[O:15]. Product: [CH3:7][O:6][C:4](=[O:5])[CH2:3][S:2][CH2:11][CH2:12][CH2:13][C:14]([O:16][CH3:17])=[O:15]. The catalyst class is: 5. (6) Reactant: [NH2:1][C:2]([CH2:8][CH3:9])=[CH:3][C:4]([O:6][CH3:7])=[O:5].[F:10][C:11]1[CH:18]=[CH:17][C:14]([CH:15]=O)=[CH:13][C:12]=1[I:19].[O:20]1[CH2:25][C:24](=O)[CH2:23][C:22](=[O:27])[CH2:21]1. Product: [CH2:8]([C:2]1[NH:1][C:24]2[CH2:25][O:20][CH2:21][C:22](=[O:27])[C:23]=2[CH:15]([C:14]2[CH:17]=[CH:18][C:11]([F:10])=[C:12]([I:19])[CH:13]=2)[C:3]=1[C:4]([O:6][CH3:7])=[O:5])[CH3:9]. The catalyst class is: 8.